From a dataset of Full USPTO retrosynthesis dataset with 1.9M reactions from patents (1976-2016). Predict the reactants needed to synthesize the given product. Given the product [NH2:7][C:6]1[C:9]([C:8]#[N:12])=[CH:10][N:11]=[CH:1][N:5]=1, predict the reactants needed to synthesize it. The reactants are: [C:1]([O-])(=O)C.[NH2:5][CH:6]=[NH2+:7].[C:8](#[N:12])[CH2:9][C:10]#[N:11].C[O-].[Na+].C[O-].